From a dataset of Full USPTO retrosynthesis dataset with 1.9M reactions from patents (1976-2016). Predict the reactants needed to synthesize the given product. Given the product [C:19]([CH2:18][CH2:17][N:16]([CH3:15])[S:9]([C:4]1[CH:5]=[CH:6][CH:7]=[CH:8][C:3]=1[C:2]([F:14])([F:13])[F:1])(=[O:11])=[O:10])#[N:20], predict the reactants needed to synthesize it. The reactants are: [F:1][C:2]([F:14])([F:13])[C:3]1[CH:8]=[CH:7][CH:6]=[CH:5][C:4]=1[S:9](Cl)(=[O:11])=[O:10].[CH3:15][NH:16][CH2:17][CH2:18][C:19]#[N:20].